From a dataset of Forward reaction prediction with 1.9M reactions from USPTO patents (1976-2016). Predict the product of the given reaction. (1) Given the reactants [CH3:1][O:2][C:3]1[CH:4]=[C:5]2[C:10](=[CH:11][C:12]=1[O:13][CH3:14])[N:9]=[CH:8][CH:7]=[C:6]2[O:15][C:16]1[CH:22]=[CH:21][C:19]([NH2:20])=[CH:18][CH:17]=1.Cl[C:24](Cl)([O:26][C:27](=[O:33])OC(Cl)(Cl)Cl)Cl.[C:35]1([CH2:41]CO)[CH:40]=[CH:39][CH:38]=[CH:37][CH:36]=1.C(=O)(O)[O-].[Na+], predict the reaction product. The product is: [CH3:1][O:2][C:3]1[CH:4]=[C:5]2[C:10](=[CH:11][C:12]=1[O:13][CH3:14])[N:9]=[CH:8][CH:7]=[C:6]2[O:15][C:16]1[CH:22]=[CH:21][C:19]([NH:20][C:27](=[O:33])[O:26][CH2:24][CH2:41][C:35]2[CH:40]=[CH:39][CH:38]=[CH:37][CH:36]=2)=[CH:18][CH:17]=1. (2) Given the reactants [NH2:1][C:2]1[CH:3]=[C:4]([C:9]#[C:10][C:11]2[CH:12]=[N:13][C:14]([NH:17][CH2:18][CH2:19][N:20]3[CH2:25][CH2:24][O:23][CH2:22][CH2:21]3)=[N:15][CH:16]=2)[C:5]([CH3:8])=[N:6][CH:7]=1.[C:26]([CH:28]([C:30]1[CH:31]=[C:32]([CH:36]=[CH:37][CH:38]=1)[C:33](O)=[O:34])[CH3:29])#[N:27], predict the reaction product. The product is: [C:26]([CH:28]([C:30]1[CH:31]=[C:32]([CH:36]=[CH:37][CH:38]=1)[C:33]([NH:1][C:2]1[CH:7]=[N:6][C:5]([CH3:8])=[C:4]([C:9]#[C:10][C:11]2[CH:12]=[N:13][C:14]([NH:17][CH2:18][CH2:19][N:20]3[CH2:25][CH2:24][O:23][CH2:22][CH2:21]3)=[N:15][CH:16]=2)[CH:3]=1)=[O:34])[CH3:29])#[N:27]. (3) Given the reactants S=[C:2]1[CH2:6][S:5][C:4](=[O:7])[NH:3]1.[NH2:8][CH2:9][CH:10]([OH:13])[CH2:11][OH:12], predict the reaction product. The product is: [OH:13][CH:10]([CH2:11][OH:12])[CH2:9][NH:8][C:2]1[CH2:6][S:5][C:4](=[O:7])[N:3]=1. (4) Given the reactants [N+:1]([CH3:4])([O-:3])=[O:2].C(=O)([O-])[O-].[Cs+].[Cs+].[Br:11][C:12]1[N:16]([CH2:17][CH:18]=[C:19]([CH3:21])[CH3:20])[C:15]([C:22]([O:24][CH3:25])=[O:23])=[C:14]([CH:26]=[O:27])[N:13]=1.C(O)(=O)C, predict the reaction product. The product is: [Br:11][C:12]1[N:16]([CH2:17][CH:18]=[C:19]([CH3:21])[CH3:20])[C:15]([C:22]([O:24][CH3:25])=[O:23])=[C:14]([CH:26]([OH:27])[CH2:4][N+:1]([O-:3])=[O:2])[N:13]=1. (5) Given the reactants Br[CH2:2][C:3]1[C:8]([N+:9]([O-:11])=[O:10])=[CH:7][CH:6]=[CH:5][N:4]=1.[Cl:12][C:13]1[CH:18]=[CH:17][CH:16]=[CH:15][C:14]=1[OH:19], predict the reaction product. The product is: [Cl:12][C:13]1[CH:18]=[CH:17][CH:16]=[CH:15][C:14]=1[O:19][CH2:2][C:3]1[C:8]([N+:9]([O-:11])=[O:10])=[CH:7][CH:6]=[CH:5][N:4]=1. (6) Given the reactants [F:1][C:2]1[CH:9]=[CH:8][CH:7]=[C:4]([CH:5]=[O:6])[C:3]=1[OH:10].[CH2:11](Br)[C:12]1[CH:17]=[CH:16][CH:15]=[CH:14][CH:13]=1.C(=O)([O-])[O-].[K+].[K+].Cl, predict the reaction product. The product is: [CH2:11]([O:10][C:3]1[C:2]([F:1])=[CH:9][CH:8]=[CH:7][C:4]=1[CH:5]=[O:6])[C:12]1[CH:17]=[CH:16][CH:15]=[CH:14][CH:13]=1.